From a dataset of Forward reaction prediction with 1.9M reactions from USPTO patents (1976-2016). Predict the product of the given reaction. (1) Given the reactants [Cl:1][C:2]1[CH:7]=[CH:6][C:5]([N:8]2[CH:12]=[CH:11][C:10]([C@@H:13]([NH:15][S@@](C(C)(C)C)=O)[CH3:14])=[N:9]2)=[CH:4][CH:3]=1.Cl, predict the reaction product. The product is: [Cl:1][C:2]1[CH:3]=[CH:4][C:5]([N:8]2[CH:12]=[CH:11][C:10]([C@@H:13]([NH2:15])[CH3:14])=[N:9]2)=[CH:6][CH:7]=1. (2) Given the reactants [CH3:1][O:2][C:3]1[CH:4]=[CH:5][C:6]([CH3:18])=[C:7](B2OC(C)(C)C(C)(C)O2)[CH:8]=1.Cl[C:20]1[C:29]2[C:24](=[CH:25][C:26]([S:30]([O:33][C:34]3[C:39]([F:40])=[C:38]([F:41])[C:37]([F:42])=[C:36]([F:43])[C:35]=3[F:44])(=[O:32])=[O:31])=[CH:27][CH:28]=2)[CH:23]=[CH:22][N:21]=1.P([O-])([O-])([O-])=O.[K+].[K+].[K+], predict the reaction product. The product is: [CH3:1][O:2][C:3]1[CH:4]=[CH:5][C:6]([CH3:18])=[C:7]([C:20]2[C:29]3[C:24](=[CH:25][C:26]([S:30]([O:33][C:34]4[C:35]([F:44])=[C:36]([F:43])[C:37]([F:42])=[C:38]([F:41])[C:39]=4[F:40])(=[O:32])=[O:31])=[CH:27][CH:28]=3)[CH:23]=[CH:22][N:21]=2)[CH:8]=1. (3) Given the reactants [OH-].[Na+].[F:3][C:4]1[CH:9]=[CH:8][C:7]([C:10]2[N:14]=[N:13][N:12]([CH3:15])[C:11]=2[CH2:16][O:17][C:18]2[CH:22]=[C:21]([C:23]([O:25]C)=[O:24])[O:20][N:19]=2)=[CH:6][CH:5]=1, predict the reaction product. The product is: [F:3][C:4]1[CH:5]=[CH:6][C:7]([C:10]2[N:14]=[N:13][N:12]([CH3:15])[C:11]=2[CH2:16][O:17][C:18]2[CH:22]=[C:21]([C:23]([OH:25])=[O:24])[O:20][N:19]=2)=[CH:8][CH:9]=1. (4) Given the reactants CON(C)[C:4](=[O:32])[C:5]1[CH:10]=[CH:9][CH:8]=[C:7]([NH:11][C:12]2[CH:17]=[C:16]([NH:18][C:19]3[CH:24]=[CH:23][C:22]([O:25][C:26]4[CH:31]=[CH:30][CH:29]=[CH:28][CH:27]=4)=[CH:21][CH:20]=3)[N:15]=[CH:14][N:13]=2)[CH:6]=1.[H-].[H-].[H-].[H-].[Li+].[Al+3], predict the reaction product. The product is: [O:25]([C:22]1[CH:21]=[CH:20][C:19]([NH:18][C:16]2[N:15]=[CH:14][N:13]=[C:12]([NH:11][C:7]3[CH:6]=[C:5]([CH:10]=[CH:9][CH:8]=3)[CH:4]=[O:32])[CH:17]=2)=[CH:24][CH:23]=1)[C:26]1[CH:27]=[CH:28][CH:29]=[CH:30][CH:31]=1. (5) Given the reactants N([O-])=O.[Na+].N[C:6]1[CH:7]=[C:8]([C:13]2[N:17]=[C:16]([C:18]3[S:19][CH:20]=[CH:21][C:22]=3[Cl:23])[O:15][N:14]=2)[CH:9]=[CH:10][C:11]=1[Cl:12].[C-:24]#[N:25].[K+].C(=O)([O-])[O-].[Na+].[Na+], predict the reaction product. The product is: [Cl:23][C:22]1[CH:21]=[CH:20][S:19][C:18]=1[C:16]1[O:15][N:14]=[C:13]([C:8]2[CH:9]=[CH:10][C:11]([Cl:12])=[C:6]([C:24]#[N:25])[CH:7]=2)[N:17]=1. (6) Given the reactants Br[C:2]1[CH:7]=[CH:6][C:5]([S:8]([NH2:11])(=[O:10])=[O:9])=[C:4]([C:12]([F:15])([F:14])[F:13])[CH:3]=1.[C:16]([C:18]1[N:22]([CH3:23])[C:21](B(O)O)=[CH:20][CH:19]=1)#[N:17].[F-].[K+].C(P(C(C)(C)C)C(C)(C)C)(C)(C)C, predict the reaction product. The product is: [C:16]([C:18]1[N:22]([CH3:23])[C:21]([C:2]2[CH:7]=[CH:6][C:5]([S:8]([NH2:11])(=[O:10])=[O:9])=[C:4]([C:12]([F:15])([F:14])[F:13])[CH:3]=2)=[CH:20][CH:19]=1)#[N:17]. (7) The product is: [NH2:8][C:4]1[N:5]=[CH:6][N:7]=[C:2]([NH:15][C@H:16]([C:19]2[N:28]([CH:29]3[CH2:31][CH2:30]3)[C:27](=[O:32])[C:26]3[C:21](=[CH:22][CH:23]=[CH:24][C:25]=3[CH3:33])[N:20]=2)[CH2:17][CH3:18])[C:3]=1[C:9]1[O:10][C:11]([CH3:14])=[N:12][N:13]=1. Given the reactants Cl[C:2]1[N:7]=[CH:6][N:5]=[C:4]([NH2:8])[C:3]=1[C:9]1[O:10][C:11]([CH3:14])=[N:12][N:13]=1.[NH2:15][C@H:16]([C:19]1[N:28]([CH:29]2[CH2:31][CH2:30]2)[C:27](=[O:32])[C:26]2[C:21](=[CH:22][CH:23]=[CH:24][C:25]=2[CH3:33])[N:20]=1)[CH2:17][CH3:18].CCN(C(C)C)C(C)C.CCOC(C)=O, predict the reaction product.